This data is from Full USPTO retrosynthesis dataset with 1.9M reactions from patents (1976-2016). The task is: Predict the reactants needed to synthesize the given product. Given the product [CH3:6][O:7][C:8]1[C:9]([NH:22][C:23]2[N:28]=[C:27]([C:29]3[C:37]4[C:32](=[CH:33][CH:34]=[CH:35][CH:36]=4)[N:31]([CH3:38])[CH:30]=3)[CH:26]=[CH:25][N:24]=2)=[CH:10][C:11]([NH:21][C:1](=[O:4])[CH:2]=[CH2:3])=[C:12]([N:14]2[CH2:19][CH2:18][N:17]([CH3:20])[CH2:16][CH2:15]2)[CH:13]=1, predict the reactants needed to synthesize it. The reactants are: [C:1](Cl)(=[O:4])[CH:2]=[CH2:3].[CH3:6][O:7][C:8]1[CH:13]=[C:12]([N:14]2[CH2:19][CH2:18][N:17]([CH3:20])[CH2:16][CH2:15]2)[C:11]([NH2:21])=[CH:10][C:9]=1[NH:22][C:23]1[N:28]=[C:27]([C:29]2[C:37]3[C:32](=[CH:33][CH:34]=[CH:35][CH:36]=3)[N:31]([CH3:38])[CH:30]=2)[CH:26]=[CH:25][N:24]=1.CCN(C(C)C)C(C)C.